From a dataset of CYP2C19 inhibition data for predicting drug metabolism from PubChem BioAssay. Regression/Classification. Given a drug SMILES string, predict its absorption, distribution, metabolism, or excretion properties. Task type varies by dataset: regression for continuous measurements (e.g., permeability, clearance, half-life) or binary classification for categorical outcomes (e.g., BBB penetration, CYP inhibition). Dataset: cyp2c19_veith. (1) The drug is Cc1cc(NC(=O)c2ccco2)ccc1-n1cnnn1. The result is 1 (inhibitor). (2) The molecule is CCCNc1c(F)c(F)c2c(C)c3ccccc3nc2c1F. The result is 1 (inhibitor). (3) The compound is NC(=O)N/N=C\c1ccc([N+](=O)[O-])o1. The result is 0 (non-inhibitor).